From a dataset of Catalyst prediction with 721,799 reactions and 888 catalyst types from USPTO. Predict which catalyst facilitates the given reaction. (1) Reactant: C(N(CC)CC)C.[CH3:8][S:9](Cl)(=[O:11])=[O:10].[CH2:13]([O:17][C:18]1[CH:23]=[CH:22][C:21]([S:24]([NH:27][CH2:28][C:29]([N:38]2[CH2:43][CH2:42][NH:41][CH2:40][CH2:39]2)([C:34]([O:36][CH3:37])=[O:35])[C:30]([O:32][CH3:33])=[O:31])(=[O:26])=[O:25])=[CH:20][CH:19]=1)[C:14]#[C:15][CH3:16]. Product: [CH2:13]([O:17][C:18]1[CH:23]=[CH:22][C:21]([S:24]([NH:27][CH2:28][C:29]([N:38]2[CH2:39][CH2:40][N:41]([S:9]([CH3:8])(=[O:11])=[O:10])[CH2:42][CH2:43]2)([C:30]([O:32][CH3:33])=[O:31])[C:34]([O:36][CH3:37])=[O:35])(=[O:26])=[O:25])=[CH:20][CH:19]=1)[C:14]#[C:15][CH3:16]. The catalyst class is: 4. (2) Reactant: [NH2:1][NH2:2].[C:3]([C:5]1[C:10](=S)[NH:9][C:8]([C:12]2[CH:17]=[CH:16][C:15]([O:18][CH3:19])=[CH:14][CH:13]=2)=[C:7]([C:20]([O:22][CH2:23][CH3:24])=[O:21])[C:6]=1[C:25]1[CH:30]=[CH:29][CH:28]=[CH:27][C:26]=1[N+:31]([O-:33])=[O:32])#[N:4]. Product: [NH2:4][C:3]1[C:5]2[C:10](=[N:9][C:8]([C:12]3[CH:17]=[CH:16][C:15]([O:18][CH3:19])=[CH:14][CH:13]=3)=[C:7]([C:20]([O:22][CH2:23][CH3:24])=[O:21])[C:6]=2[C:25]2[CH:30]=[CH:29][CH:28]=[CH:27][C:26]=2[N+:31]([O-:33])=[O:32])[NH:2][N:1]=1. The catalyst class is: 8. (3) The catalyst class is: 70. Product: [C:21]1([C:2]2[N:7]=[C:6]([NH:8][C:9]3[N:14]=[CH:13][C:12]4[N:15]=[CH:16][N:17]([CH:18]([CH3:20])[CH3:19])[C:11]=4[CH:10]=3)[CH:5]=[CH:4][N:3]=2)[CH2:26][CH2:25][CH2:24][CH2:23][CH:22]=1. Reactant: Cl[C:2]1[N:7]=[C:6]([NH:8][C:9]2[N:14]=[CH:13][C:12]3[N:15]=[CH:16][N:17]([CH:18]([CH3:20])[CH3:19])[C:11]=3[CH:10]=2)[CH:5]=[CH:4][N:3]=1.[C:21]1(B2OC(C)(C)C(C)(C)O2)[CH2:26][CH2:25][CH2:24][CH2:23][CH:22]=1.C(=O)([O-])[O-].[Cs+].[Cs+]. (4) Reactant: [NH:1]1[CH2:6][CH2:5][CH2:4][CH2:3][CH2:2]1.Br[CH2:8][CH2:9][CH2:10][CH2:11][CH2:12][CH2:13][CH2:14][CH2:15][CH2:16][CH3:17].C(=O)([O-])[O-].[K+].[K+]. Product: [CH2:8]([N:1]1[CH2:6][CH2:5][CH2:4][CH2:3][CH2:2]1)[CH2:9][CH2:10][CH2:11][CH2:12][CH2:13][CH2:14][CH2:15][CH2:16][CH3:17]. The catalyst class is: 21. (5) Reactant: [CH2:1]([O:3][C:4](=[O:34])[C:5]1[CH:10]=[CH:9][C:8]([N:11]2[C:19]3[C:14](=[CH:15][CH:16]=[C:17]([O:20]CC4C=CC=CC=4)[CH:18]=3)[C:13]([C:28]#[N:29])=[CH:12]2)=[CH:7][C:6]=1[O:30][CH2:31][O:32][CH3:33])[CH3:2].C(OCC)(=O)C. Product: [CH2:1]([O:3][C:4](=[O:34])[C:5]1[CH:10]=[CH:9][C:8]([N:11]2[C:19]3[C:14](=[CH:15][CH:16]=[C:17]([OH:20])[CH:18]=3)[C:13]([C:28]#[N:29])=[CH:12]2)=[CH:7][C:6]=1[O:30][CH2:31][O:32][CH3:33])[CH3:2]. The catalyst class is: 352. (6) Reactant: [C:1]([NH:4][C:5]1[CH:18]=[CH:17][C:16]2[C:7](=[C:8]([NH2:19])[C:9]3[C:14]([N:15]=2)=[CH:13][CH:12]=[CH:11][CH:10]=3)[CH:6]=1)(=[O:3])[CH3:2].[S:20]([O:25]C)([O:23][CH3:24])(=[O:22])=[O:21]. Product: [S:20]([O-:25])([O-:23])(=[O:22])=[O:21].[C:1]([NH:4][C:5]1[CH:18]=[CH:17][C:16]2[C:7](=[C:8]([NH2:19])[C:9]3[C:14]([N+:15]=2[CH3:24])=[CH:13][CH:12]=[CH:11][CH:10]=3)[CH:6]=1)(=[O:3])[CH3:2].[C:1]([NH:4][C:5]1[CH:18]=[CH:17][C:16]2[C:7](=[C:8]([NH2:19])[C:9]3[C:14]([N+:15]=2[CH3:24])=[CH:13][CH:12]=[CH:11][CH:10]=3)[CH:6]=1)(=[O:3])[CH3:2]. The catalyst class is: 641. (7) Reactant: [CH3:1][N:2]1[CH:6]=[C:5]([CH:7]=O)[CH:4]=[N:3]1.[CH3:9][C:10]([S@@:13]([NH2:15])=[O:14])([CH3:12])[CH3:11].O. Product: [CH3:9][C:10]([S@@:13](/[N:15]=[CH:7]/[C:5]1[CH:4]=[N:3][N:2]([CH3:1])[CH:6]=1)=[O:14])([CH3:12])[CH3:11]. The catalyst class is: 1.